From a dataset of Full USPTO retrosynthesis dataset with 1.9M reactions from patents (1976-2016). Predict the reactants needed to synthesize the given product. (1) Given the product [CH3:1][C@:2]1([CH2:9][S:10]([N:27]2[CH2:26][CH2:25][C:24]3[C:29](=[CH:30][CH:31]=[C:22]([C:19]4[CH:20]=[N:21][C:16]([C:15]([F:33])([F:14])[F:32])=[N:17][CH:18]=4)[CH:23]=3)[CH2:28]2)(=[O:12])=[O:11])[NH:3][C:4](=[O:8])[NH:5][C:6]1=[O:7], predict the reactants needed to synthesize it. The reactants are: [CH3:1][C@@:2]1([CH2:9][S:10](Cl)(=[O:12])=[O:11])[C:6](=[O:7])[NH:5][C:4](=[O:8])[NH:3]1.[F:14][C:15]([F:33])([F:32])[C:16]1[N:21]=[CH:20][C:19]([C:22]2[CH:23]=[C:24]3[C:29](=[CH:30][CH:31]=2)[CH2:28][NH:27][CH2:26][CH2:25]3)=[CH:18][N:17]=1.CCN(C(C)C)C(C)C. (2) Given the product [CH3:47][O:48][C:49](=[O:52])[CH2:50][NH:51][C:4]([C:6]1[N:11]=[CH:10][C:9]2[N:12]=[C:13]([C:15]3[CH:16]=[N:17][C:18]([O:27][CH2:26][CH2:25][CH2:24][CH3:23])=[CH:19][CH:20]=3)[S:14][C:8]=2[C:7]=1[OH:22])=[O:5], predict the reactants needed to synthesize it. The reactants are: C(O[C:4]([C:6]1[N:11]=[CH:10][C:9]2[N:12]=[C:13]([C:15]3[CH:16]=[N:17][C:18](Cl)=[CH:19][CH:20]=3)[S:14][C:8]=2[C:7]=1[OH:22])=[O:5])C.[CH3:23][CH2:24][CH2:25][CH2:26][O-:27].[Na+].C(O)CCC.Cl.CN(C)CCCN=C=NCC.Cl.[CH3:47][O:48][C:49](=[O:52])[CH2:50][NH2:51].Cl. (3) Given the product [Cl:13][C:14]1[CH:15]=[CH:16][C:17]2[C:18]3[N:26]=[C:25]([C:27]4[CH:32]=[CH:31][C:30]([O:33][CH3:34])=[C:29]([F:35])[CH:28]=4)[CH:24]=[C:23]([C:36]([O:38][CH3:39])=[O:37])[C:19]=3[N:20]([CH2:2][C:3]3[CH:8]=[CH:7][C:6]([O:9][CH3:10])=[CH:5][CH:4]=3)[C:21]=2[CH:22]=1, predict the reactants needed to synthesize it. The reactants are: Cl[CH2:2][C:3]1[CH:8]=[CH:7][C:6]([O:9][CH3:10])=[CH:5][CH:4]=1.[I-].[Na+].[Cl:13][C:14]1[CH:15]=[CH:16][C:17]2[C:18]3[N:26]=[C:25]([C:27]4[CH:32]=[CH:31][C:30]([O:33][CH3:34])=[C:29]([F:35])[CH:28]=4)[CH:24]=[C:23]([C:36]([O:38][CH3:39])=[O:37])[C:19]=3[NH:20][C:21]=2[CH:22]=1.C([O-])([O-])=O.[K+].[K+]. (4) Given the product [CH3:27][C:20]([O:19][C:16]1[CH:17]=[CH:18][C:13]([O:12][CH2:11][CH2:10][CH2:9][C:7]2[S:8][C:4]3[CH:3]=[CH:2][C:31]([C:46]([F:49])([F:48])[F:47])=[CH:30][C:5]=3[C:6]=2[CH3:29])=[CH:14][C:15]=1[CH3:28])([CH3:26])[C:21]([O:23][CH2:24][CH3:25])=[O:22], predict the reactants needed to synthesize it. The reactants are: Br[C:2]1[CH:31]=[CH:30][C:5]2[C:6]([CH3:29])=[C:7]([CH2:9][CH2:10][CH2:11][O:12][C:13]3[CH:18]=[CH:17][C:16]([O:19][C:20]([CH3:27])([CH3:26])[C:21]([O:23][CH2:24][CH3:25])=[O:22])=[C:15]([CH3:28])[CH:14]=3)[S:8][C:4]=2[CH:3]=1.BrCCCC1SC2C=CC([C:46]([F:49])([F:48])[F:47])=CC=2C=1C. (5) Given the product [NH2:28][CH2:7][C@@H:8]1[O:12][C:11](=[O:13])[N:10]([C:14]2[CH:19]=[CH:18][C:17]([N:20]3[CH2:24][CH2:23][CH2:22][C:21]3=[O:25])=[CH:16][CH:15]=2)[CH2:9]1, predict the reactants needed to synthesize it. The reactants are: CS(Cl)(=O)=O.O[CH2:7][C@@H:8]1[O:12][C:11](=[O:13])[N:10]([C:14]2[CH:19]=[CH:18][C:17]([N:20]3[CH2:24][CH2:23][CH2:22][C:21]3=[O:25])=[CH:16][CH:15]=2)[CH2:9]1.C([N:28](CC)CC)C.[K].C1(=O)NC(=O)C2=CC=CC=C12.O.NN.C(=O)(O)[O-].[Na+].